This data is from NCI-60 drug combinations with 297,098 pairs across 59 cell lines. The task is: Regression. Given two drug SMILES strings and cell line genomic features, predict the synergy score measuring deviation from expected non-interaction effect. (1) Drug 1: C1CCN(CC1)CCOC2=CC=C(C=C2)C(=O)C3=C(SC4=C3C=CC(=C4)O)C5=CC=C(C=C5)O. Drug 2: CC1C(C(=O)NC(C(=O)N2CCCC2C(=O)N(CC(=O)N(C(C(=O)O1)C(C)C)C)C)C(C)C)NC(=O)C3=C4C(=C(C=C3)C)OC5=C(C(=O)C(=C(C5=N4)C(=O)NC6C(OC(=O)C(N(C(=O)CN(C(=O)C7CCCN7C(=O)C(NC6=O)C(C)C)C)C)C(C)C)C)N)C. Cell line: HCT-15. Synergy scores: CSS=9.52, Synergy_ZIP=0.919, Synergy_Bliss=7.91, Synergy_Loewe=-4.45, Synergy_HSA=2.74. (2) Drug 1: CC1C(C(=O)NC(C(=O)N2CCCC2C(=O)N(CC(=O)N(C(C(=O)O1)C(C)C)C)C)C(C)C)NC(=O)C3=C4C(=C(C=C3)C)OC5=C(C(=O)C(=C(C5=N4)C(=O)NC6C(OC(=O)C(N(C(=O)CN(C(=O)C7CCCN7C(=O)C(NC6=O)C(C)C)C)C)C(C)C)C)N)C. Drug 2: CC1=C2C(C(=O)C3(C(CC4C(C3C(C(C2(C)C)(CC1OC(=O)C(C(C5=CC=CC=C5)NC(=O)C6=CC=CC=C6)O)O)OC(=O)C7=CC=CC=C7)(CO4)OC(=O)C)O)C)OC(=O)C. Cell line: HS 578T. Synergy scores: CSS=34.3, Synergy_ZIP=6.49, Synergy_Bliss=7.46, Synergy_Loewe=-3.18, Synergy_HSA=5.74. (3) Drug 1: CC1=C(C(CCC1)(C)C)C=CC(=CC=CC(=CC(=O)O)C)C. Drug 2: C1=CC=C(C=C1)NC(=O)CCCCCCC(=O)NO. Cell line: CAKI-1. Synergy scores: CSS=41.5, Synergy_ZIP=-7.92, Synergy_Bliss=-7.58, Synergy_Loewe=-20.6, Synergy_HSA=-4.69. (4) Drug 1: C1C(C(OC1N2C=C(C(=O)NC2=O)F)CO)O. Drug 2: CC1=C(N=C(N=C1N)C(CC(=O)N)NCC(C(=O)N)N)C(=O)NC(C(C2=CN=CN2)OC3C(C(C(C(O3)CO)O)O)OC4C(C(C(C(O4)CO)O)OC(=O)N)O)C(=O)NC(C)C(C(C)C(=O)NC(C(C)O)C(=O)NCCC5=NC(=CS5)C6=NC(=CS6)C(=O)NCCC[S+](C)C)O. Cell line: M14. Synergy scores: CSS=33.0, Synergy_ZIP=-9.24, Synergy_Bliss=-2.53, Synergy_Loewe=0.674, Synergy_HSA=1.62. (5) Cell line: SR. Synergy scores: CSS=43.3, Synergy_ZIP=0.626, Synergy_Bliss=-2.62, Synergy_Loewe=-17.5, Synergy_HSA=-2.43. Drug 1: C1=CC(=CC=C1C#N)C(C2=CC=C(C=C2)C#N)N3C=NC=N3. Drug 2: CC1C(C(CC(O1)OC2CC(CC3=C2C(=C4C(=C3O)C(=O)C5=C(C4=O)C(=CC=C5)OC)O)(C(=O)CO)O)N)O.Cl. (6) Drug 1: CCCCCOC(=O)NC1=NC(=O)N(C=C1F)C2C(C(C(O2)C)O)O. Drug 2: C1C(C(OC1N2C=NC3=C2NC=NCC3O)CO)O. Cell line: SK-MEL-2. Synergy scores: CSS=3.24, Synergy_ZIP=-1.71, Synergy_Bliss=-3.87, Synergy_Loewe=-8.75, Synergy_HSA=-6.79.